Regression. Given two drug SMILES strings and cell line genomic features, predict the synergy score measuring deviation from expected non-interaction effect. From a dataset of NCI-60 drug combinations with 297,098 pairs across 59 cell lines. (1) Drug 1: C1=NC2=C(N=C(N=C2N1C3C(C(C(O3)CO)O)O)F)N. Drug 2: CC(C)CN1C=NC2=C1C3=CC=CC=C3N=C2N. Cell line: HCT-15. Synergy scores: CSS=5.57, Synergy_ZIP=-1.58, Synergy_Bliss=-1.20, Synergy_Loewe=-4.93, Synergy_HSA=-8.06. (2) Drug 1: C1C(C(OC1N2C=C(C(=O)NC2=O)F)CO)O. Drug 2: CC=C1C(=O)NC(C(=O)OC2CC(=O)NC(C(=O)NC(CSSCCC=C2)C(=O)N1)C(C)C)C(C)C. Cell line: SR. Synergy scores: CSS=69.8, Synergy_ZIP=1.28, Synergy_Bliss=2.70, Synergy_Loewe=-1.22, Synergy_HSA=1.40. (3) Drug 1: CC1=CC=C(C=C1)C2=CC(=NN2C3=CC=C(C=C3)S(=O)(=O)N)C(F)(F)F. Drug 2: CC1=C(C(=O)C2=C(C1=O)N3CC4C(C3(C2COC(=O)N)OC)N4)N. Cell line: UACC62. Synergy scores: CSS=30.4, Synergy_ZIP=0.403, Synergy_Bliss=-0.117, Synergy_Loewe=-28.5, Synergy_HSA=-0.239. (4) Drug 1: CNC(=O)C1=CC=CC=C1SC2=CC3=C(C=C2)C(=NN3)C=CC4=CC=CC=N4. Drug 2: CCC1(C2=C(COC1=O)C(=O)N3CC4=CC5=C(C=CC(=C5CN(C)C)O)N=C4C3=C2)O.Cl. Cell line: HCT116. Synergy scores: CSS=32.5, Synergy_ZIP=-2.09, Synergy_Bliss=-4.94, Synergy_Loewe=-9.88, Synergy_HSA=-3.11. (5) Drug 1: C1=NC2=C(N=C(N=C2N1C3C(C(C(O3)CO)O)O)F)N. Drug 2: COC1=C2C(=CC3=C1OC=C3)C=CC(=O)O2. Cell line: U251. Synergy scores: CSS=-1.13, Synergy_ZIP=3.64, Synergy_Bliss=6.61, Synergy_Loewe=-0.293, Synergy_HSA=0.332. (6) Drug 1: C1=C(C(=O)NC(=O)N1)F. Drug 2: C1=CC=C(C(=C1)C(C2=CC=C(C=C2)Cl)C(Cl)Cl)Cl. Cell line: K-562. Synergy scores: CSS=50.3, Synergy_ZIP=-6.21, Synergy_Bliss=-12.5, Synergy_Loewe=-19.5, Synergy_HSA=-11.1. (7) Drug 1: C1=C(C(=O)NC(=O)N1)F. Drug 2: CC1CCCC2(C(O2)CC(NC(=O)CC(C(C(=O)C(C1O)C)(C)C)O)C(=CC3=CSC(=N3)C)C)C. Cell line: HOP-92. Synergy scores: CSS=13.9, Synergy_ZIP=-1.41, Synergy_Bliss=-4.49, Synergy_Loewe=-4.79, Synergy_HSA=-4.79. (8) Drug 1: C1CCC(C1)C(CC#N)N2C=C(C=N2)C3=C4C=CNC4=NC=N3. Drug 2: CC(C1=C(C=CC(=C1Cl)F)Cl)OC2=C(N=CC(=C2)C3=CN(N=C3)C4CCNCC4)N. Cell line: SK-MEL-5. Synergy scores: CSS=-18.7, Synergy_ZIP=12.8, Synergy_Bliss=5.47, Synergy_Loewe=-11.9, Synergy_HSA=-13.8.